From a dataset of Forward reaction prediction with 1.9M reactions from USPTO patents (1976-2016). Predict the product of the given reaction. (1) Given the reactants C1(C)C=CC(S(O[C:11]([CH2:16][F:17])([C:14]#[CH:15])[CH2:12][F:13])(=O)=O)=CC=1.[OH:19][C:20]1[CH:25]=[CH:24][C:23]([C:26]([F:29])([F:28])[F:27])=[CH:22][CH:21]=1.C(N(C(C)C)CC)(C)C, predict the reaction product. The product is: [F:29][C:26]([F:27])([F:28])[C:23]1[CH:24]=[CH:25][C:20]([O:19][C:11]([CH2:16][F:17])([C:14]#[CH:15])[CH2:12][F:13])=[CH:21][CH:22]=1. (2) Given the reactants [CH:1]1([N:7]2[C:11]([CH2:12][O:13][CH3:14])=[C:10]([C:15]([O:17]C)=[O:16])[CH:9]=[N:8]2)[CH2:6][CH2:5][CH2:4][CH2:3][CH2:2]1.O.O.[OH-].[Li+], predict the reaction product. The product is: [CH:1]1([N:7]2[C:11]([CH2:12][O:13][CH3:14])=[C:10]([C:15]([OH:17])=[O:16])[CH:9]=[N:8]2)[CH2:2][CH2:3][CH2:4][CH2:5][CH2:6]1. (3) Given the reactants [C:1]([C:7]([O:9][CH3:10])=[O:8])#[C:2][C:3](OC)=[O:4].Cl.[F:12][C:13]1[CH:18]=[CH:17][CH:16]=[CH:15][C:14]=1[NH:19][NH2:20].C(N(CC)CC)C, predict the reaction product. The product is: [F:12][C:13]1[CH:18]=[CH:17][CH:16]=[CH:15][C:14]=1[N:19]1[C:3]([OH:4])=[CH:2][C:1]([C:7]([O:9][CH3:10])=[O:8])=[N:20]1. (4) Given the reactants [Cl:1][C:2]1[CH:7]=[CH:6][C:5]([C:8]2[C:26](=[O:27])[N:25]([CH3:28])[C:11]3[N:12]([CH3:24])[C:13]4[C:18]([C:10]=3[CH:9]=2)=[CH:17][C:16]([C:19]2[NH:20][N:21]=[CH:22][CH:23]=2)=[CH:15][CH:14]=4)=[C:4]([F:29])[CH:3]=1.I[CH2:31][CH3:32], predict the reaction product. The product is: [Cl:1][C:2]1[CH:7]=[CH:6][C:5]([C:8]2[C:26](=[O:27])[N:25]([CH3:28])[C:11]3[N:12]([CH3:24])[C:13]4[C:18]([C:10]=3[CH:9]=2)=[CH:17][C:16]([C:19]2[CH:23]=[CH:22][N:21]([CH2:31][CH3:32])[N:20]=2)=[CH:15][CH:14]=4)=[C:4]([F:29])[CH:3]=1. (5) The product is: [O:18]1[CH2:19][CH2:20][CH:15]([C:12]2[CH:11]=[CH:10][C:9]([OH:8])=[CH:14][CH:13]=2)[CH2:16][CH2:17]1. Given the reactants C([O:8][C:9]1[CH:14]=[CH:13][C:12]([C:15]2[CH2:16][CH2:17][O:18][CH2:19][CH:20]=2)=[CH:11][CH:10]=1)C1C=CC=CC=1.[H][H], predict the reaction product. (6) Given the reactants C[O:2][C:3]([C:5]1[NH:6][N:7]=[C:8]([C:10]2[CH:15]=[CH:14][CH:13]=[C:12]([O:16][CH:17]([F:19])[F:18])[CH:11]=2)[CH:9]=1)=[O:4].FC(F)OC1C=C(C(=O)/C=C(\O)/C(OC)=O)C=CC=1.Cl.NN, predict the reaction product. The product is: [F:19][CH:17]([F:18])[O:16][C:12]1[CH:11]=[C:10]([C:8]2[CH:9]=[C:5]([C:3]([OH:4])=[O:2])[NH:6][N:7]=2)[CH:15]=[CH:14][CH:13]=1. (7) Given the reactants C1(P(C2CCCCC2)C2C=CC=CC=2C2C(OC)=CC=CC=2OC)CCCCC1.C(=O)([O-])[O-].[K+].[K+].[CH3:36][N:37]([CH2:39][C:40]1[CH:45]=[CH:44][CH:43]=[CH:42][C:41]=1B(O)O)[CH3:38].[F:49][C:50]1[CH:82]=[N:81][C:53]2[N:54]([C:74]3[CH:79]=[CH:78][CH:77]=[C:76](I)[CH:75]=3)[C:55](=[O:73])[N:56]([C@@H:59]3[CH2:64][CH2:63][C@H:62]([NH:65][C:66](=[O:72])[O:67][C:68]([CH3:71])([CH3:70])[CH3:69])[CH2:61][CH2:60]3)[C:57](=[O:58])[C:52]=2[CH:51]=1, predict the reaction product. The product is: [CH3:36][N:37]([CH2:39][C:40]1[CH:45]=[CH:44][CH:43]=[CH:42][C:41]=1[C:76]1[CH:77]=[CH:78][CH:79]=[C:74]([N:54]2[C:53]3[N:81]=[CH:82][C:50]([F:49])=[CH:51][C:52]=3[C:57](=[O:58])[N:56]([C@@H:59]3[CH2:64][CH2:63][C@H:62]([NH:65][C:66](=[O:72])[O:67][C:68]([CH3:69])([CH3:70])[CH3:71])[CH2:61][CH2:60]3)[C:55]2=[O:73])[CH:75]=1)[CH3:38].